From a dataset of Reaction yield outcomes from USPTO patents with 853,638 reactions. Predict the reaction yield, written as a fraction of the theoretical maximum amount of product (1.0 means a 100% yield; for example, 0.34 means a 34% yield). (1) The reactants are [NH2:1][CH2:2][CH2:3][CH2:4][CH2:5][C@H:6]([NH:20][C:21](=[O:27])[O:22][C:23]([CH3:26])([CH3:25])[CH3:24])[CH:7]([OH:19])[C:8](=[O:18])[NH:9][C@@H:10]([C:12]1[CH:17]=[CH:16][CH:15]=[CH:14][CH:13]=1)[CH3:11].C(N(CC)CC)C.[N:35]1([C:41](Cl)=[O:42])[CH2:40][CH2:39][O:38][CH2:37][CH2:36]1. The catalyst is O1CCOCC1. The product is [OH:19][CH:7]([C@@H:6]([NH:20][C:21](=[O:27])[O:22][C:23]([CH3:26])([CH3:25])[CH3:24])[CH2:5][CH2:4][CH2:3][CH2:2][NH:1][C:41]([N:35]1[CH2:40][CH2:39][O:38][CH2:37][CH2:36]1)=[O:42])[C:8](=[O:18])[NH:9][C@@H:10]([C:12]1[CH:17]=[CH:16][CH:15]=[CH:14][CH:13]=1)[CH3:11]. The yield is 0.780. (2) The yield is 0.240. The reactants are Cl[C:2]1[N:3]([CH3:13])[C:4]2[C:9]([C:10]=1[CH:11]=[O:12])=[CH:8][CH:7]=[CH:6][CH:5]=2.[NH:14]1[CH2:19][CH2:18][NH:17][CH2:16][CH2:15]1. The product is [N:14]1([C:2]2[N:3]([CH3:13])[C:4]3[C:9]([C:10]=2[CH:11]=[O:12])=[CH:8][CH:7]=[CH:6][CH:5]=3)[CH2:19][CH2:18][NH:17][CH2:16][CH2:15]1. No catalyst specified. (3) The reactants are [C:1]([C:3]1[CH:8]=[CH:7][CH:6]=[CH:5][C:4]=1[C:9]1[CH:14]=[CH:13][C:12]([CH2:15][CH:16]([C:21](=O)[CH2:22][CH2:23][CH2:24][CH3:25])[C:17](OC)=[O:18])=[CH:11][CH:10]=1)#[N:2].[O:27]1[C:31]2([CH2:36][CH2:35][CH:34]([NH:37][C:38]3[NH:42][CH:41]=[N:40][N:39]=3)[CH2:33][CH2:32]2)[O:30][CH2:29][CH2:28]1. No catalyst specified. The product is [CH2:22]([C:21]1[N:39]2[N:40]=[CH:41][N:42]=[C:38]2[N:37]([CH:34]2[CH2:33][CH2:32][C:31]3([O:27][CH2:28][CH2:29][O:30]3)[CH2:36][CH2:35]2)[C:17](=[O:18])[C:16]=1[CH2:15][C:12]1[CH:11]=[CH:10][C:9]([C:4]2[C:3]([C:1]#[N:2])=[CH:8][CH:7]=[CH:6][CH:5]=2)=[CH:14][CH:13]=1)[CH2:23][CH2:24][CH3:25]. The yield is 0.530.